Dataset: Peptide-MHC class II binding affinity with 134,281 pairs from IEDB. Task: Regression. Given a peptide amino acid sequence and an MHC pseudo amino acid sequence, predict their binding affinity value. This is MHC class II binding data. (1) The MHC is HLA-DPA10301-DPB10402 with pseudo-sequence HLA-DPA10301-DPB10402. The binding affinity (normalized) is 0.578. The peptide sequence is LVKYEGDTMAEVELR. (2) The binding affinity (normalized) is 0.139. The MHC is DRB1_0405 with pseudo-sequence DRB1_0405. The peptide sequence is YDFFLANVSTVLTGK. (3) The peptide sequence is KIEIDQDHQEEICEV. The MHC is HLA-DPA10103-DPB10201 with pseudo-sequence HLA-DPA10103-DPB10201. The binding affinity (normalized) is 0.541. (4) The peptide sequence is FFIQSFTMSTALKRL. The MHC is DRB1_1302 with pseudo-sequence DRB1_1302. The binding affinity (normalized) is 0.616. (5) The peptide sequence is GKWYLKAMTADQEVPE. The MHC is HLA-DPA10201-DPB10101 with pseudo-sequence HLA-DPA10201-DPB10101. The binding affinity (normalized) is 0.216.